This data is from Forward reaction prediction with 1.9M reactions from USPTO patents (1976-2016). The task is: Predict the product of the given reaction. The product is: [OH:41][C:26]1[C:25](=[O:24])[N:14]([C:15]2[N:16]=[N:17][C:18]([CH3:21])=[CH:19][CH:20]=2)[CH:8]([C:7]2[CH:10]=[CH:11][C:4]([O:3][C:2]([F:13])([F:12])[F:1])=[CH:5][CH:6]=2)[C:27]=1[C:28](=[O:40])[C:29]1[CH:30]=[CH:31][C:32]([N:35]2[CH2:39][CH2:38][CH2:37][CH2:36]2)=[CH:33][CH:34]=1. Given the reactants [F:1][C:2]([F:13])([F:12])[O:3][C:4]1[CH:11]=[CH:10][C:7]([CH:8]=O)=[CH:6][CH:5]=1.[NH2:14][C:15]1[N:16]=[N:17][C:18]([CH3:21])=[CH:19][CH:20]=1.C([O:24][C:25](=O)[C:26](=[O:41])[CH2:27][C:28](=[O:40])[C:29]1[CH:34]=[CH:33][C:32]([N:35]2[CH2:39][CH2:38][CH2:37][CH2:36]2)=[CH:31][CH:30]=1)C, predict the reaction product.